Dataset: Catalyst prediction with 721,799 reactions and 888 catalyst types from USPTO. Task: Predict which catalyst facilitates the given reaction. (1) Reactant: [Cl:1][C:2]1[CH:3]=[C:4]2[C:8](=[CH:9][C:10]=1[Cl:11])[N:7]([CH3:12])[N:6]=[C:5]2I.C([Mg]Cl)(C)C.[CH2:19]([Sn:23]([CH2:29][CH2:30][CH2:31][CH3:32])([CH2:25][CH2:26][CH2:27][CH3:28])Cl)[CH2:20][CH2:21][CH3:22]. Product: [Cl:1][C:2]1[CH:3]=[C:4]2[C:8](=[CH:9][C:10]=1[Cl:11])[N:7]([CH3:12])[N:6]=[C:5]2[Sn:23]([CH2:25][CH2:26][CH2:27][CH3:28])([CH2:29][CH2:30][CH2:31][CH3:32])[CH2:19][CH2:20][CH2:21][CH3:22]. The catalyst class is: 1. (2) Reactant: [Cl:1][C:2]1[S:6][C:5]([C:7]([N:9](C=O)[CH2:10][C@@H:11]2[O:15][C:14](=[O:16])[N:13]([C:17]3[CH:22]=[CH:21][C:20]([N:23]4[CH2:28][CH2:27][O:26][CH2:25][C:24]4=[O:29])=[CH:19][CH:18]=3)[CH2:12]2)=[O:8])=[CH:4][CH:3]=1.ClCCl.Cl. Product: [CH:19]1[C:20]([N:23]2[C:24](=[O:29])[CH2:25][O:26][CH2:27][CH2:28]2)=[CH:21][CH:22]=[C:17]([N:13]2[C:14](=[O:16])[O:15][C@@H:11]([CH2:10][NH:9][C:7]([C:5]3[S:6][C:2]([Cl:1])=[CH:3][CH:4]=3)=[O:8])[CH2:12]2)[CH:18]=1. The catalyst class is: 5. (3) Reactant: [NH2:1][C:2]1[C:15]2[C:14](=[O:16])[C:13]([C:17]#[N:18])=[CH:12][N:7]3[C@@H:8]([CH3:11])[CH2:9][O:10][C:5]([C:6]=23)=[C:4](F)[C:3]=1[F:20].[N:21]1[CH:26]=[CH:25][CH:24]=[C:23]([C@@H:27]2[CH2:32][CH2:31][CH2:30][C@H:29]([NH2:33])[CH2:28]2)[CH:22]=1.C(N(C(C)C)CC)(C)C. Product: [NH2:1][C:2]1[C:15]2[C:14](=[O:16])[C:13]([C:17]#[N:18])=[CH:12][N:7]3[C@@H:8]([CH3:11])[CH2:9][O:10][C:5]([C:6]=23)=[C:4]([NH:33][C@H:29]2[CH2:30][CH2:31][CH2:32][C@@H:27]([C:23]3[CH:22]=[N:21][CH:26]=[CH:25][CH:24]=3)[CH2:28]2)[C:3]=1[F:20]. The catalyst class is: 16. (4) Reactant: [ClH:1].[N:2]1[CH:7]=[CH:6][C:5]([C:8]2[S:9][CH:10]=[C:11]([NH:13][C:14](=[O:34])[NH:15][C:16]3[N:21]=[C:20]([CH2:22][N:23]4[CH2:28][CH2:27][CH2:26][CH2:25][CH:24]4[C:29]([O:31][CH2:32][CH3:33])=[O:30])[CH:19]=[CH:18][CH:17]=3)[N:12]=2)=[CH:4][CH:3]=1.CO. Product: [ClH:1].[N:2]1[CH:3]=[CH:4][C:5]([C:8]2[S:9][CH:10]=[C:11]([NH:13][C:14](=[O:34])[NH:15][C:16]3[N:21]=[C:20]([CH2:22][N:23]4[CH2:28][CH2:27][CH2:26][CH2:25][CH:24]4[C:29]([O:31][CH2:32][CH3:33])=[O:30])[CH:19]=[CH:18][CH:17]=3)[N:12]=2)=[CH:6][CH:7]=1. The catalyst class is: 28. (5) Reactant: C([NH:4][OH:5])(=O)C.CC(C)([O-])C.[K+].[CH2:12]1[CH2:16][O:15][CH2:14][CH2:13]1.F[C:18]1[CH:25]=[C:24]([C:26]2[CH:27]=[C:28]([N:35]([CH2:42][C:43]3C=CC(OC)=[CH:45][CH:44]=3)[C:36]3[CH:41]=[CH:40][CH:39]=[CH:38][CH:37]=3)[C:29]3[N:30]([CH:32]=[CH:33][N:34]=3)[N:31]=2)[CH:23]=[CH:22][C:19]=1[C:20]#[N:21]. Product: [CH3:14][O:15][C:16]1[CH:12]=[CH:13][C:43]([CH2:42][N:35]([C:36]2[CH:41]=[CH:40][CH:39]=[CH:38][CH:37]=2)[C:28]2[C:29]3[N:30]([CH:32]=[CH:33][N:34]=3)[N:31]=[C:26]([C:24]3[CH:23]=[CH:22][C:19]4[C:20]([NH2:21])=[N:4][O:5][C:18]=4[CH:25]=3)[CH:27]=2)=[CH:44][CH:45]=1. The catalyst class is: 121. (6) Reactant: [C:1]([O:5][C:6]([NH:8][C@@H:9]1[CH2:14][CH2:13][C@H:12]([N:15]2[C:20](=[O:21])[C:19]3[CH:22]=[C:23]([F:26])[CH:24]=[N:25][C:18]=3[N:17]([C:27]3[CH:28]=[C:29]([CH:34]=[CH:35][CH:36]=3)[C:30]([O:32]C)=[O:31])[C:16]2=[O:37])[CH2:11][CH2:10]1)=[O:7])([CH3:4])([CH3:3])[CH3:2].[OH-].[Li+]. Product: [C:1]([O:5][C:6]([NH:8][C@@H:9]1[CH2:10][CH2:11][C@H:12]([N:15]2[C:20](=[O:21])[C:19]3[CH:22]=[C:23]([F:26])[CH:24]=[N:25][C:18]=3[N:17]([C:27]3[CH:28]=[C:29]([CH:34]=[CH:35][CH:36]=3)[C:30]([OH:32])=[O:31])[C:16]2=[O:37])[CH2:13][CH2:14]1)=[O:7])([CH3:4])([CH3:2])[CH3:3]. The catalyst class is: 38. (7) Reactant: [CH:1]([N:4]1[C:8](=[O:9])[CH:7]=[C:6]([CH3:10])[N:5]1[CH3:11])([CH3:3])[CH3:2].[Cl:12]N1C(=O)CCC1=O. Product: [Cl:12][C:7]1[C:8](=[O:9])[N:4]([CH:1]([CH3:3])[CH3:2])[N:5]([CH3:11])[C:6]=1[CH3:10]. The catalyst class is: 22. (8) Reactant: [C:1]([O:9][C@:10]1([CH3:45])[C@H:14]([O:15][C:16](=[O:23])[C:17]2[CH:22]=[CH:21][CH:20]=[CH:19][CH:18]=2)[C@@H:13]([CH2:24][O:25][C:26](=[O:33])[C:27]2[CH:32]=[CH:31][CH:30]=[CH:29][CH:28]=2)[O:12][C@H:11]1[N:34]1[CH:42]=[N:41][C:40]2[C:35]1=[N:36][C:37]([NH2:44])=[N:38][C:39]=2[NH2:43])(=[O:8])[C:2]1[CH:7]=[CH:6][CH:5]=[CH:4][CH:3]=1.[CH3:58][C:57]([O:56][C:54](O[C:54]([O:56][C:57]([CH3:60])([CH3:59])[CH3:58])=[O:55])=[O:55])([CH3:60])[CH3:59]. Product: [C:1]([O:9][C@:10]1([CH3:45])[C@H:14]([O:15][C:16](=[O:23])[C:17]2[CH:22]=[CH:21][CH:20]=[CH:19][CH:18]=2)[C@@H:13]([CH2:24][O:25][C:26](=[O:33])[C:27]2[CH:32]=[CH:31][CH:30]=[CH:29][CH:28]=2)[O:12][C@H:11]1[N:34]1[CH:42]=[N:41][C:40]2[C:35]1=[N:36][C:37]([N:44]([C:54]([O:56][C:57]([CH3:58])([CH3:59])[CH3:60])=[O:55])[C:1]([O:9][C:10]([CH3:45])([CH3:14])[CH3:11])=[O:8])=[N:38][C:39]=2[N:43]([C:54]([O:56][C:57]([CH3:60])([CH3:59])[CH3:58])=[O:55])[C:54]([O:56][C:57]([CH3:58])([CH3:59])[CH3:60])=[O:55])(=[O:8])[C:2]1[CH:3]=[CH:4][CH:5]=[CH:6][CH:7]=1. The catalyst class is: 251. (9) Reactant: [CH3:1][C@@H:2]1[CH2:7][CH2:6][CH2:5][N:4]([C:8](=[O:22])[C:9]2[CH:14]=[C:13]([CH3:15])[CH:12]=[CH:11][C:10]=2[C:16]2[CH:17]=[N:18][N:19]([CH3:21])[CH:20]=2)[C@@H:3]1[CH2:23][N:24]1C(=O)C2C(=CC=CC=2)C1=O.O.NN. Product: [NH2:24][CH2:23][C@@H:3]1[C@H:2]([CH3:1])[CH2:7][CH2:6][CH2:5][N:4]1[C:8]([C:9]1[CH:14]=[C:13]([CH3:15])[CH:12]=[CH:11][C:10]=1[C:16]1[CH:17]=[N:18][N:19]([CH3:21])[CH:20]=1)=[O:22]. The catalyst class is: 5.